This data is from Catalyst prediction with 721,799 reactions and 888 catalyst types from USPTO. The task is: Predict which catalyst facilitates the given reaction. (1) Reactant: Cl[C:2]1[CH:7]=[CH:6][N:5]=[C:4]([N:8]2[N:19]=[CH:18][C:17]3[C:16]4[CH2:15][C:14]([CH3:21])([CH3:20])[CH2:13][C:12]=4[S:11][C:10]=3[C:9]2=[O:22])[C:3]=1[CH:23]=[O:24].[CH3:25][N:26]1[CH:31]=[C:30](B2OC(C)(C)C(C)(C)O2)[CH:29]=[C:28]([NH:41][C:42]2[CH:46]=[C:45]([CH3:47])[O:44][N:43]=2)[C:27]1=[O:48].[O-]P([O-])([O-])=O.[K+].[K+].[K+].C([O-])(=O)C.[Na+]. The catalyst class is: 379. Product: [CH3:20][C:14]1([CH3:21])[CH2:13][C:12]2[S:11][C:10]3[C:9](=[O:22])[N:8]([C:4]4[C:3]([CH:23]=[O:24])=[C:2]([C:30]5[CH:29]=[C:28]([NH:41][C:42]6[CH:46]=[C:45]([CH3:47])[O:44][N:43]=6)[C:27](=[O:48])[N:26]([CH3:25])[CH:31]=5)[CH:7]=[CH:6][N:5]=4)[N:19]=[CH:18][C:17]=3[C:16]=2[CH2:15]1. (2) Reactant: [OH:1][C:2]1[CH:7]=[CH:6][C:5]([C:8]2[C:17]3[C:12](=[CH:13][CH:14]=[C:15]([C:18]([O:20][CH2:21][CH2:22][Si:23]([CH3:26])([CH3:25])[CH3:24])=[O:19])[CH:16]=3)[CH:11]=[N:10][CH:9]=2)=[CH:4][CH:3]=1.FC(F)(F)S(OC1C2C(=CC=C(C(OCC[Si](C)(C)C)=O)C=2)C=NC=1)(=O)=O.C(N(CC)CC)C.[CH3:61][N:62]([CH3:66])[C:63](Cl)=[O:64]. Product: [CH3:61][N:62]([CH3:66])[C:63]([O:1][C:2]1[CH:3]=[CH:4][C:5]([C:8]2[C:17]3[C:12](=[CH:13][CH:14]=[C:15]([C:18]([O:20][CH2:21][CH2:22][Si:23]([CH3:26])([CH3:25])[CH3:24])=[O:19])[CH:16]=3)[CH:11]=[N:10][CH:9]=2)=[CH:6][CH:7]=1)=[O:64]. The catalyst class is: 119. (3) Reactant: Cl[C:2]1[N:7]=[CH:6][C:5]2[C:8]([N:14]3[CH2:19][CH2:18][O:17][CH2:16][CH2:15]3)=[N:9][N:10]([CH:11]([CH3:13])[CH3:12])[C:4]=2[CH:3]=1.[NH2:20][C:21]1[CH:26]=[CH:25][N:24]=[C:23]([N:27]2[CH2:32][CH2:31][C@H:30]([OH:33])[C@H:29]([F:34])[CH2:28]2)[N:22]=1.C1(P(C2CCCCC2)C2C=CC=CC=2C2C(C(C)C)=CC(C(C)C)=CC=2C(C)C)CCCCC1.C(=O)([O-])[O-].[Cs+].[Cs+]. Product: [F:34][C@H:29]1[C@@H:30]([OH:33])[CH2:31][CH2:32][N:27]([C:23]2[N:22]=[C:21]([NH:20][C:2]3[N:7]=[CH:6][C:5]4[C:8]([N:14]5[CH2:19][CH2:18][O:17][CH2:16][CH2:15]5)=[N:9][N:10]([CH:11]([CH3:13])[CH3:12])[C:4]=4[CH:3]=3)[CH:26]=[CH:25][N:24]=2)[CH2:28]1. The catalyst class is: 62. (4) The catalyst class is: 1. Reactant: [CH:1]1([N:5]2[CH2:10][CH2:9][N:8]([C:11]([CH:13]3[CH2:18][CH2:17][CH:16]([NH:19][C:20]4[CH:21]=[N:22][C:23]([OH:26])=[CH:24][CH:25]=4)[CH2:15][CH2:14]3)=[O:12])[CH2:7][CH2:6]2)[CH2:4][CH2:3][CH2:2]1.[CH:27](O)([CH3:29])[CH3:28]. Product: [CH:1]1([N:5]2[CH2:6][CH2:7][N:8]([C:11]([CH:13]3[CH2:14][CH2:15][CH:16]([NH:19][C:20]4[CH:21]=[N:22][C:23]([O:26][CH:27]([CH3:29])[CH3:28])=[CH:24][CH:25]=4)[CH2:17][CH2:18]3)=[O:12])[CH2:9][CH2:10]2)[CH2:2][CH2:3][CH2:4]1.